Dataset: Full USPTO retrosynthesis dataset with 1.9M reactions from patents (1976-2016). Task: Predict the reactants needed to synthesize the given product. The reactants are: S(Cl)(Cl)=O.[OH:5][C:6]1[C:14]([CH3:15])=[CH:13][CH:12]=[CH:11][C:7]=1[C:8]([OH:10])=O.OC1C=CC=CC=1C=O.[CH3:25][O:26][C:27]1[CH:32]=[CH:31][CH:30]=[C:29]([NH2:33])[N:28]=1.[OH-].[Na+]. Given the product [OH:5][C:6]1[C:14]([CH3:15])=[CH:13][CH:12]=[CH:11][C:7]=1[C:8]([NH:33][C:29]1[CH:30]=[CH:31][CH:32]=[C:27]([O:26][CH3:25])[N:28]=1)=[O:10], predict the reactants needed to synthesize it.